From a dataset of Reaction yield outcomes from USPTO patents with 853,638 reactions. Predict the reaction yield, written as a fraction of the theoretical maximum amount of product (1.0 means a 100% yield; for example, 0.34 means a 34% yield). (1) The reactants are C=CCCCC.B1[CH:12]2[CH2:13][CH2:14][CH2:15][CH:8]1[CH2:9][CH2:10][CH2:11]2.C1COCC1.ClC1C=[CH:26][C:25]([O:28][CH3:29])=[CH:24][CH:23]=1.[F-].[Cs+]. The catalyst is C([O-])(=O)C.[Pd+2].C([O-])(=O)C.CC1C=CC(C)=CC=1C1C=CC=C(C)C=1. The product is [CH2:11]([C:10]1[CH:9]=[CH:26][C:25]([O:28][CH3:29])=[CH:24][CH:23]=1)[CH2:12][CH2:13][CH2:14][CH2:15][CH3:8]. The yield is 0.890. (2) The reactants are Cl.[NH2:2][CH2:3][C:4]1[CH:5]=[C:6]2[C:10](=[CH:11][CH:12]=1)[C:9](=[O:13])[N:8]([CH:14]1[CH2:19][CH2:18][C:17](=[O:20])[NH:16][C:15]1=[O:21])[CH2:7]2.[Cl:22][C:23]1[CH:24]=[C:25]([CH:29]=[CH:30][C:31]=1[Cl:32])[C:26](Cl)=[O:27]. The catalyst is C1COCC1. The product is [Cl:22][C:23]1[CH:24]=[C:25]([CH:29]=[CH:30][C:31]=1[Cl:32])[C:26]([NH:2][CH2:3][C:4]1[CH:5]=[C:6]2[C:10](=[CH:11][CH:12]=1)[C:9](=[O:13])[N:8]([CH:14]1[CH2:19][CH2:18][C:17](=[O:20])[NH:16][C:15]1=[O:21])[CH2:7]2)=[O:27]. The yield is 0.580. (3) The reactants are [N:1]1[C:10]2[C:5](=[CH:6][C:7]([C:11]([OH:13])=[O:12])=[CH:8][CH:9]=2)[CH:4]=[CH:3][CH:2]=1.C(N1C=CN=C1)(N1C=CN=C1)=O.[CH2:26](O)[C:27]1[CH:32]=[CH:31][CH:30]=[CH:29][CH:28]=1. The catalyst is CCOC(C)=O. The product is [CH2:26]([O:12][C:11]([C:7]1[CH:6]=[C:5]2[C:10](=[CH:9][CH:8]=1)[N:1]=[CH:2][CH:3]=[CH:4]2)=[O:13])[C:27]1[CH:32]=[CH:31][CH:30]=[CH:29][CH:28]=1. The yield is 0.620. (4) The reactants are [C:1]([O:5][C:6]([N:8]([CH3:14])[C@@H:9]([CH3:13])[C:10]([OH:12])=O)=[O:7])([CH3:4])([CH3:3])[CH3:2].C(Cl)CCl.N1C2C(=NC=CC=2)N(O)N=1.[NH2:29][C@@H:30]([C:65]([CH3:68])([CH3:67])[CH3:66])[C:31]([N:33]1[C@H:42]([C:43]([N:45]([CH2:54][C:55]2[CH:64]=[CH:63][C:58]([C:59]([O:61][CH3:62])=[O:60])=[CH:57][CH:56]=2)[CH2:46][CH2:47][C:48]2[CH:53]=[CH:52][CH:51]=[CH:50][CH:49]=2)=[O:44])[CH2:41][C:40]2[C:35](=[CH:36][CH:37]=[CH:38][CH:39]=2)[CH2:34]1)=[O:32].C(O)(C(F)(F)F)=O.CN1CCOCC1. The catalyst is CN(C=O)C.C(OCC)(=O)C.[Cl-].[Na+].O. The product is [C:1]([O:5][C:6]([N:8]([CH3:14])[C@@H:9]([CH3:13])[C:10]([NH:29][C@@H:30]([C:65]([CH3:68])([CH3:67])[CH3:66])[C:31]([N:33]1[C@H:42]([C:43]([N:45]([CH2:54][C:55]2[CH:56]=[CH:57][C:58]([C:59]([O:61][CH3:62])=[O:60])=[CH:63][CH:64]=2)[CH2:46][CH2:47][C:48]2[CH:53]=[CH:52][CH:51]=[CH:50][CH:49]=2)=[O:44])[CH2:41][C:40]2[C:35](=[CH:36][CH:37]=[CH:38][CH:39]=2)[CH2:34]1)=[O:32])=[O:12])=[O:7])([CH3:2])([CH3:3])[CH3:4]. The yield is 0.710. (5) The reactants are [F:1][C:2]([F:13])([F:12])[C:3]1[N:8]=[CH:7][C:6]([C:9]([NH2:11])=[NH:10])=[CH:5][CH:4]=1.[F:14][C:15]([F:24])([F:23])[C:16]#[C:17][C:18](OCC)=[O:19].[OH-].[K+]. The catalyst is C(O)C. The product is [OH:19][C:18]1[CH:17]=[C:16]([C:15]([F:24])([F:23])[F:14])[N:11]=[C:9]([C:6]2[CH:7]=[N:8][C:3]([C:2]([F:12])([F:1])[F:13])=[CH:4][CH:5]=2)[N:10]=1. The yield is 0.940. (6) The reactants are C([O:5][C:6]([C:8]1([CH:15]=[CH2:16])[CH2:13][O:12][C:11](=[O:14])[O:10][CH2:9]1)=[O:7])(C)(C)C.FC(F)(F)C(O)=O. The catalyst is ClCCl. The product is [O:14]=[C:11]1[O:10][CH2:9][C:8]([CH:15]=[CH2:16])([C:6]([OH:7])=[O:5])[CH2:13][O:12]1. The yield is 0.900. (7) The reactants are N(C(OCC)=O)=NC(OCC)=O.[Cl:13][C:14]1[CH:33]=[CH:32][C:17]([NH:18][C:19]2[C:28]3[C:23](=[CH:24][C:25]([OH:31])=[C:26]([O:29][CH3:30])[CH:27]=3)[N:22]=[CH:21][N:20]=2)=[C:16]([F:34])[CH:15]=1.C1(P(C2C=CC=CC=2)C2C=CC=CC=2)C=CC=CC=1.O[CH2:55][CH2:56][CH2:57][N:58]1[CH2:62][CH2:61][CH2:60][C:59]1=[O:63]. The catalyst is C(Cl)Cl. The product is [ClH:13].[Cl:13][C:14]1[CH:33]=[CH:32][C:17]([NH:18][C:19]2[C:28]3[C:23](=[CH:24][C:25]([O:31][CH2:55][CH2:56][CH2:57][N:58]4[CH2:62][CH2:61][CH2:60][C:59]4=[O:63])=[C:26]([O:29][CH3:30])[CH:27]=3)[N:22]=[CH:21][N:20]=2)=[C:16]([F:34])[CH:15]=1. The yield is 0.700.